Dataset: Full USPTO retrosynthesis dataset with 1.9M reactions from patents (1976-2016). Task: Predict the reactants needed to synthesize the given product. (1) The reactants are: [Cl:1][C:2]1[CH:8]=[C:7]([O:9][C:10]2[C:19]3[C:14](=[CH:15][C:16]([O:22][CH3:23])=[C:17]([O:20][CH3:21])[CH:18]=3)[N:13]=[CH:12][CH:11]=2)[CH:6]=[CH:5][C:3]=1[NH2:4].C(N(CC)CC)C.ClC(Cl)(O[C:35](=[O:41])OC(Cl)(Cl)Cl)Cl.[F:43][C:44]1[CH:49]=[CH:48][C:47]([CH:50]([NH2:52])[CH3:51])=[CH:46][CH:45]=1. Given the product [Cl:1][C:2]1[CH:8]=[C:7]([O:9][C:10]2[C:19]3[C:14](=[CH:15][C:16]([O:22][CH3:23])=[C:17]([O:20][CH3:21])[CH:18]=3)[N:13]=[CH:12][CH:11]=2)[CH:6]=[CH:5][C:3]=1[NH:4][C:35]([NH:52][CH:50]([C:47]1[CH:48]=[CH:49][C:44]([F:43])=[CH:45][CH:46]=1)[CH3:51])=[O:41], predict the reactants needed to synthesize it. (2) Given the product [F:10][C:11]1[CH:16]=[CH:15][C:14]([CH:17]2[C:26]([CH3:28])([CH3:27])[CH2:25][C:24]3[C:19](=[CH:20][CH:21]=[C:22]([C:29]([NH:7][S:4]([CH:1]4[CH2:3][CH2:2]4)(=[O:6])=[O:5])=[O:30])[CH:23]=3)[NH:18]2)=[CH:13][C:12]=1[N:32]1[CH2:33][CH2:34][O:35][CH2:36][CH2:37]1, predict the reactants needed to synthesize it. The reactants are: [CH:1]1([S:4]([NH2:7])(=[O:6])=[O:5])[CH2:3][CH2:2]1.[H-].[Na+].[F:10][C:11]1[CH:16]=[CH:15][C:14]([CH:17]2[C:26]([CH3:28])([CH3:27])[CH2:25][C:24]3[C:19](=[CH:20][CH:21]=[C:22]([C:29](O)=[O:30])[CH:23]=3)[NH:18]2)=[CH:13][C:12]=1[N:32]1[CH2:37][CH2:36][O:35][CH2:34][CH2:33]1.C(N1C=CN=C1)(N1C=CN=C1)=O. (3) Given the product [CH:1]1([CH2:5][C:6]2[N:7]=[C:8]([C:11]3[O:24][C:15]([CH2:16][C:17]([CH3:22])([CH3:23])[C:18]([O:20][CH3:21])=[O:19])=[N:14][N:13]=3)[S:9][CH:10]=2)[CH2:4][CH2:3][CH2:2][CH2:26][CH2:25]1, predict the reactants needed to synthesize it. The reactants are: [CH:1]1([CH2:5][C:6]2[N:7]=[C:8]([C:11]([NH:13][NH:14][C:15](=[O:24])[CH2:16][C:17]([CH3:23])([CH3:22])[C:18]([O:20][CH3:21])=[O:19])=O)[S:9][CH:10]=2)[CH2:4][CH2:3][CH2:2]1.[CH:25]1(CC2N=C(C(OCC)=O)SC=2)CCCC[CH2:26]1. (4) The reactants are: Cl[C:2]1[N:7]=[C:6]([NH:8][C@H:9]([CH2:13][CH:14]([CH3:16])[CH3:15])[C:10]([NH2:12])=[O:11])[CH:5]=[N:4][C:3]=1[C:17]#[N:18].[O:19]1[C:23]([C:24]2[CH:30]=[CH:29][C:27]([NH2:28])=[CH:26][CH:25]=2)=[CH:22][CH:21]=[N:20]1.C([O-])([O-])=O.[K+].[K+].C1C=CC(P(C2C(C3C(P(C4C=CC=CC=4)C4C=CC=CC=4)=CC=C4C=3C=CC=C4)=C3C(C=CC=C3)=CC=2)C2C=CC=CC=2)=CC=1. Given the product [C:17]([C:3]1[N:4]=[CH:5][C:6]([NH:8][C@H:9]([CH2:13][CH:14]([CH3:16])[CH3:15])[C:10]([NH2:12])=[O:11])=[N:7][C:2]=1[NH:28][C:27]1[CH:26]=[CH:25][C:24]([C:23]2[O:19][N:20]=[CH:21][CH:22]=2)=[CH:30][CH:29]=1)#[N:18], predict the reactants needed to synthesize it.